From a dataset of Catalyst prediction with 721,799 reactions and 888 catalyst types from USPTO. Predict which catalyst facilitates the given reaction. Reactant: [CH2:1]([O:3][C:4]([N:6]1[CH2:11][CH2:10][N:9]([C:12](=[O:44])[C@@H:13]([NH:23][C:24]([C:26]2[CH:30]=[C:29]([O:31][CH2:32][C:33]([O:35][CH2:36][CH3:37])=[O:34])[N:28]([C:38]3[CH:43]=[CH:42][CH:41]=[CH:40][CH:39]=3)[N:27]=2)=[O:25])[CH2:14][CH2:15][C:16]([O:18]C(C)(C)C)=[O:17])[CH2:8][CH2:7]1)=[O:5])[CH3:2].C1(C)C=CC=CC=1. Product: [CH2:1]([O:3][C:4]([N:6]1[CH2:11][CH2:10][N:9]([C:12](=[O:44])[C@@H:13]([NH:23][C:24]([C:26]2[CH:30]=[C:29]([O:31][CH2:32][C:33]([O:35][CH2:36][CH3:37])=[O:34])[N:28]([C:38]3[CH:43]=[CH:42][CH:41]=[CH:40][CH:39]=3)[N:27]=2)=[O:25])[CH2:14][CH2:15][C:16]([OH:18])=[O:17])[CH2:8][CH2:7]1)=[O:5])[CH3:2]. The catalyst class is: 157.